This data is from Reaction yield outcomes from USPTO patents with 853,638 reactions. The task is: Predict the reaction yield, written as a fraction of the theoretical maximum amount of product (1.0 means a 100% yield; for example, 0.34 means a 34% yield). (1) The reactants are [CH3:1][N:2]1[C:10]2[C:5](=[CH:6][CH:7]=[CH:8][CH:9]=2)[C:4]([C:11](=O)[CH2:12][NH:13][C:14](=[O:30])[NH:15][C:16]2[C:24]3[C:19](=[CH:20][CH:21]=[CH:22][CH:23]=3)[N:18]([C:25]([O:27][CH2:28][CH3:29])=[O:26])[CH:17]=2)=[CH:3]1. The catalyst is C(O)(=O)C. The product is [CH2:28]([O:27][C:25]([N:18]1[C:19]2[C:24](=[CH:23][CH:22]=[CH:21][CH:20]=2)[C:16]([N:15]2[C:11]([C:4]3[C:5]4[C:10](=[CH:9][CH:8]=[CH:7][CH:6]=4)[N:2]([CH3:1])[CH:3]=3)=[CH:12][NH:13][C:14]2=[O:30])=[CH:17]1)=[O:26])[CH3:29]. The yield is 0.740. (2) The reactants are [O:1]([CH2:8][C:9]1[CH:14]=[CH:13][C:12]([C:15]2[NH:29][C:18]3=[N:19][CH:20]=[C:21]([CH:23]4[CH2:28][CH2:27][NH:26][CH2:25][CH2:24]4)[CH:22]=[C:17]3[N:16]=2)=[CH:11][CH:10]=1)[C:2]1[CH:7]=[CH:6][CH:5]=[CH:4][CH:3]=1.CCN(C(C)C)C(C)C.[C:39](Cl)(=[O:41])[CH3:40]. The catalyst is C(Cl)Cl.CCOC(C)=O.C([O-])(O)=O.[Na+]. The product is [O:1]([CH2:8][C:9]1[CH:10]=[CH:11][C:12]([C:15]2[NH:29][C:18]3=[N:19][CH:20]=[C:21]([CH:23]4[CH2:28][CH2:27][N:26]([C:39](=[O:41])[CH3:40])[CH2:25][CH2:24]4)[CH:22]=[C:17]3[N:16]=2)=[CH:13][CH:14]=1)[C:2]1[CH:3]=[CH:4][CH:5]=[CH:6][CH:7]=1. The yield is 0.900. (3) The reactants are [O:1]=[C:2]1[NH:6][C:5](=[O:7])[C:4]2([CH2:12][CH2:11][N:10]([C:13]([O:15][C:16]([CH3:19])([CH3:18])[CH3:17])=[O:14])[CH2:9][CH2:8]2)[NH:3]1.[CH3:20][O:21][C:22](=[O:46])[C@H:23]([CH2:44]O)[NH:24][C:25]([C:38]1[CH:43]=[CH:42][CH:41]=[CH:40][CH:39]=1)([C:32]1[CH:37]=[CH:36][CH:35]=[CH:34][CH:33]=1)[C:26]1[CH:31]=[CH:30][CH:29]=[CH:28][CH:27]=1.C1(P(C2C=CC=CC=2)C2C=CC=CC=2)C=CC=CC=1.N(C(OCC)=O)=NC(OCC)=O. The catalyst is C1COCC1. The product is [CH3:20][O:21][C:22]([C@@H:23]([NH:24][C:25]([C:38]1[CH:43]=[CH:42][CH:41]=[CH:40][CH:39]=1)([C:26]1[CH:27]=[CH:28][CH:29]=[CH:30][CH:31]=1)[C:32]1[CH:37]=[CH:36][CH:35]=[CH:34][CH:33]=1)[CH2:44][N:6]1[C:5](=[O:7])[C:4]2([CH2:8][CH2:9][N:10]([C:13]([O:15][C:16]([CH3:19])([CH3:18])[CH3:17])=[O:14])[CH2:11][CH2:12]2)[NH:3][C:2]1=[O:1])=[O:46]. The yield is 0.950. (4) The reactants are [CH2:1]([N:8]([CH2:16][C:17]1[CH:22]=[CH:21][CH:20]=[CH:19][CH:18]=1)[CH2:9][C:10](=[O:15])[C:11]([CH3:14])([CH3:13])[CH3:12])[C:2]1[CH:7]=[CH:6][CH:5]=[CH:4][CH:3]=1.[CH3:23][Mg]Br. The catalyst is C(OCC)C. The product is [CH2:1]([N:8]([CH2:16][C:17]1[CH:18]=[CH:19][CH:20]=[CH:21][CH:22]=1)[CH2:9][C:10]([CH3:23])([OH:15])[C:11]([CH3:14])([CH3:13])[CH3:12])[C:2]1[CH:7]=[CH:6][CH:5]=[CH:4][CH:3]=1. The yield is 0.710. (5) The reactants are C[O:2][C:3]1[C:8]2[CH:9]=[C:10]([C:12](=[O:14])[CH3:13])[O:11][C:7]=2[CH:6]=[C:5]([O:15]C)[CH:4]=1.[Cl-].[Cl-].[Cl-].[Al+3]. The catalyst is ClC1C=CC=CC=1. The product is [OH:2][C:3]1[C:8]2[CH:9]=[C:10]([C:12](=[O:14])[CH3:13])[O:11][C:7]=2[CH:6]=[C:5]([OH:15])[CH:4]=1. The yield is 0.940. (6) The reactants are [OH:1][CH2:2][C:3]1[CH:4]=[CH:5][C:6]([CH3:12])=[C:7]([CH:11]=1)[C:8]([OH:10])=[O:9].[CH3:13]S(O)(=O)=O. The catalyst is CO. The product is [OH:1][CH2:2][C:3]1[CH:4]=[CH:5][C:6]([CH3:12])=[C:7]([CH:11]=1)[C:8]([O:10][CH3:13])=[O:9]. The yield is 0.805. (7) The reactants are [Cl:1][CH:2]1[CH:12]=[CH:11][CH:5]2[C:6]([O:8][C:9](=[O:10])[CH:4]2[CH2:3]1)=O.[NH2:13][C:14]1[CH:19]=[CH:18][CH:17]=[CH:16][N:15]=1. No catalyst specified. The product is [N:15]1[CH:16]=[CH:17][CH:18]=[CH:19][C:14]=1[N:13]1[C:9](=[O:10])[CH:4]2[CH2:3][CH:2]([Cl:1])[CH:12]=[CH:11][CH:5]2[C:6]1=[O:8]. The yield is 0.970. (8) The yield is 0.860. No catalyst specified. The reactants are [C:1]([O:5][C:6]([N:8]1[CH2:13][CH2:12][CH2:11][CH:10]([CH2:14][CH2:15][OH:16])[CH2:9]1)=[O:7])([CH3:4])([CH3:3])[CH3:2].C(OC(N1CCCC(CO[C:32]2[CH:37]=[CH:36][CH:35]=[CH:34][C:33]=2[Cl:38])C1)=O)(C)(C)C. The product is [C:1]([O:5][C:6]([N:8]1[CH2:13][CH2:12][CH2:11][CH:10]([CH2:14][CH2:15][O:16][C:32]2[CH:37]=[CH:36][CH:35]=[CH:34][C:33]=2[Cl:38])[CH2:9]1)=[O:7])([CH3:4])([CH3:3])[CH3:2]. (9) The reactants are Cl[CH2:2][C:3]1[N:4]=[C:5]([NH2:8])[S:6][CH:7]=1.[CH3:9][O:10][C:11](=[O:15])[CH2:12][CH2:13][SH:14]. No catalyst specified. The product is [CH3:9][O:10][C:11](=[O:15])[CH2:12][CH2:13][S:14][CH2:2][C:3]1[N:4]=[C:5]([NH2:8])[S:6][CH:7]=1. The yield is 0.600.